From a dataset of Full USPTO retrosynthesis dataset with 1.9M reactions from patents (1976-2016). Predict the reactants needed to synthesize the given product. Given the product [CH2:30]([N:32]([CH2:33][CH3:34])[C:2]1[CH:3]=[CH:4][C:5]([N+:27]([O-:29])=[O:28])=[C:6]([C:8]2[CH:9]=[C:10]([CH:24]=[CH:25][N:26]=2)[C:11]([NH:13][C@@H:14]2[C:23]3[C:18](=[CH:19][CH:20]=[CH:21][CH:22]=3)[CH2:17][CH2:16][CH2:15]2)=[O:12])[CH:7]=1)[CH3:31], predict the reactants needed to synthesize it. The reactants are: F[C:2]1[CH:3]=[CH:4][C:5]([N+:27]([O-:29])=[O:28])=[C:6]([C:8]2[CH:9]=[C:10]([CH:24]=[CH:25][N:26]=2)[C:11]([NH:13][C@@H:14]2[C:23]3[C:18](=[CH:19][CH:20]=[CH:21][CH:22]=3)[CH2:17][CH2:16][CH2:15]2)=[O:12])[CH:7]=1.[CH2:30]([NH:32][CH2:33][CH3:34])[CH3:31].C([O-])([O-])=O.[K+].[K+].